This data is from Full USPTO retrosynthesis dataset with 1.9M reactions from patents (1976-2016). The task is: Predict the reactants needed to synthesize the given product. (1) Given the product [Cl:13][CH2:12][C:4]1[N:3]=[C:2]([O:22][CH2:21][CH3:16])[C:11]2[C:6](=[CH:7][CH:8]=[CH:9][CH:10]=2)[N:5]=1, predict the reactants needed to synthesize it. The reactants are: Cl[C:2]1[C:11]2[C:6](=[CH:7][CH:8]=[CH:9][CH:10]=2)[N:5]=[C:4]([CH2:12][Cl:13])[N:3]=1.Cl.N[C@H:16]([C:21](N)=[O:22])[C@H](CC)C.C(=O)([O-])[O-].[K+].[K+].C(#N)C. (2) Given the product [F:1][C:2]1[CH:21]=[CH:20][C:5]([CH2:6][N:7]2[C:16](=[O:17])[C:15]3[C:10](=[CH:11][CH:12]=[C:13]([I:18])[CH:14]=3)[N:9]([CH3:22])[C:8]2=[O:19])=[CH:4][CH:3]=1, predict the reactants needed to synthesize it. The reactants are: [F:1][C:2]1[CH:21]=[CH:20][C:5]([CH2:6][N:7]2[C:16](=[O:17])[C:15]3[C:10](=[CH:11][CH:12]=[C:13]([I:18])[CH:14]=3)[NH:9][C:8]2=[O:19])=[CH:4][CH:3]=1.[C:22](=O)([O-])[O-].[K+].[K+].IC. (3) Given the product [NH2:20][C:13]1[CH:12]=[C:11]([CH:16]=[CH:15][C:14]=1[NH2:17])[C:10]([NH:9][C:6]1[CH:5]=[CH:4][C:3]([C:1]#[N:2])=[CH:8][N:7]=1)=[O:23], predict the reactants needed to synthesize it. The reactants are: [C:1]([C:3]1[CH:4]=[CH:5][C:6]([NH:9][C:10](=[O:23])[C:11]2[CH:16]=[CH:15][C:14]([N+:17]([O-])=O)=[C:13]([N+:20]([O-])=O)[CH:12]=2)=[N:7][CH:8]=1)#[N:2].C(O)(=O)C.